From a dataset of Forward reaction prediction with 1.9M reactions from USPTO patents (1976-2016). Predict the product of the given reaction. (1) Given the reactants [Br:1][C:2]1[CH:3]=[C:4]([NH2:9])[CH:5]=[CH:6][C:7]=1[CH3:8].[F:10][C:11]([F:22])([F:21])[C:12]1[CH:13]=[C:14]([CH:18]=[CH:19][CH:20]=1)[C:15](Cl)=[O:16].C(N(CC)CC)C.C([O-])(O)=O.[Na+], predict the reaction product. The product is: [Br:1][C:2]1[CH:3]=[C:4]([NH:9][C:15](=[O:16])[C:14]2[CH:18]=[CH:19][CH:20]=[C:12]([C:11]([F:10])([F:21])[F:22])[CH:13]=2)[CH:5]=[CH:6][C:7]=1[CH3:8]. (2) Given the reactants [C:1]([O:5][C:6]([N:8]1[C:16]2[C:11](=[CH:12][CH:13]=[CH:14][C:15]=2[Cl:17])[CH:10]=[C:9]1B(O)O)=[O:7])([CH3:4])([CH3:3])[CH3:2].Br[C:22]1[CH:23]=[CH:24][C:25]([Cl:38])=[C:26]([S:28]([NH:31][CH:32]2[CH2:37][CH2:36][CH2:35][CH2:34][CH2:33]2)(=[O:30])=[O:29])[CH:27]=1.[F-].[Cs+], predict the reaction product. The product is: [C:1]([O:5][C:6]([N:8]1[C:16]2[C:11](=[CH:12][CH:13]=[CH:14][C:15]=2[Cl:17])[CH:10]=[C:9]1[C:22]1[CH:23]=[CH:24][C:25]([Cl:38])=[C:26]([S:28](=[O:29])(=[O:30])[NH:31][CH:32]2[CH2:37][CH2:36][CH2:35][CH2:34][CH2:33]2)[CH:27]=1)=[O:7])([CH3:4])([CH3:3])[CH3:2]. (3) Given the reactants [Cl:1][C:2]1[C:11]([N+:12]([O-])=O)=[C:10]([NH:15][CH2:16][C:17]([NH:20][S:21]([CH3:24])(=[O:23])=[O:22])([CH3:19])[CH3:18])[C:9]2[C:4](=[CH:5][CH:6]=[CH:7][CH:8]=2)[N:3]=1, predict the reaction product. The product is: [NH2:12][C:11]1[C:2]([Cl:1])=[N:3][C:4]2[C:9]([C:10]=1[NH:15][CH2:16][C:17]([NH:20][S:21]([CH3:24])(=[O:22])=[O:23])([CH3:19])[CH3:18])=[CH:8][CH:7]=[CH:6][CH:5]=2. (4) Given the reactants [CH2:1]([N:8]1[CH2:12][CH:11]2[CH:13]([OH:28])[N:14]([C:17]3[CH:22]=[CH:21][C:20]([O:23][C:24]([F:27])([F:26])[F:25])=[CH:19][CH:18]=3)[C:15](=O)[CH:10]2[CH2:9]1)[C:2]1[CH:7]=[CH:6][CH:5]=[CH:4][CH:3]=1.[BH3-]C#N.[Na+], predict the reaction product. The product is: [CH2:1]([N:8]1[CH2:9][CH:10]2[CH2:15][N:14]([C:17]3[CH:22]=[CH:21][C:20]([O:23][C:24]([F:27])([F:25])[F:26])=[CH:19][CH:18]=3)[C:13](=[O:28])[CH:11]2[CH2:12]1)[C:2]1[CH:3]=[CH:4][CH:5]=[CH:6][CH:7]=1. (5) Given the reactants [NH2:1][C:2](=[O:54])[CH2:3][CH2:4][C:5]1[CH:6]=[C:7]([CH2:44][N:45](C)[C:46](=O)OC(C)(C)C)[CH:8]=[CH:9][C:10]=1[C:11]([N:13]1[CH2:18][CH2:17][CH2:16][C@@H:15]([C:19]([C:29]2[CH:34]=[CH:33][CH:32]=[C:31]([Cl:35])[C:30]=2[C:36]2[CH:41]=[CH:40][CH:39]=[C:38]([CH2:42][CH3:43])[CH:37]=2)([OH:28])[CH2:20][CH2:21][CH2:22][NH:23][C:24]([O:26][CH3:27])=[O:25])[CH2:14]1)=[O:12].Cl, predict the reaction product. The product is: [NH2:1][C:2](=[O:54])[CH2:3][CH2:4][C:5]1[CH:6]=[C:7]([CH2:44][NH:45][CH3:46])[CH:8]=[CH:9][C:10]=1[C:11]([N:13]1[CH2:18][CH2:17][CH2:16][C@@H:15]([C:19]([C:29]2[CH:34]=[CH:33][CH:32]=[C:31]([Cl:35])[C:30]=2[C:36]2[CH:41]=[CH:40][CH:39]=[C:38]([CH2:42][CH3:43])[CH:37]=2)([OH:28])[CH2:20][CH2:21][CH2:22][NH:23][C:24](=[O:25])[O:26][CH3:27])[CH2:14]1)=[O:12]. (6) Given the reactants CC1(C)[O:6][C@H:5]2[C@H:7]([N:28]3[CH:36]=[N:35][C:34]4[C:29]3=[N:30][CH:31]=[N:32][C:33]=4[NH:37][CH2:38][CH2:39][CH2:40][C:41]3[CH:46]=[CH:45][CH:44]=[CH:43][CH:42]=3)[O:8][C@H:9]([CH2:10][S:11][C@@H:12]3[CH2:16][N:15](C(OC(C)(C)C)=O)[C@H:14]([C:24]([O:26]C)=[O:25])[CH2:13]3)[C@H:4]2[O:3]1.[OH-].[K+].C1COCC1, predict the reaction product. The product is: [OH:3][C@H:4]1[C@@H:5]([OH:6])[C@H:7]([N:28]2[CH:36]=[N:35][C:34]3[C:29]2=[N:30][CH:31]=[N:32][C:33]=3[NH:37][CH2:38][CH2:39][CH2:40][C:41]2[CH:42]=[CH:43][CH:44]=[CH:45][CH:46]=2)[O:8][C@@H:9]1[CH2:10][S:11][C@@H:12]1[CH2:16][NH:15][C@H:14]([C:24]([OH:26])=[O:25])[CH2:13]1. (7) Given the reactants [F:1][C:2]([F:14])([F:13])[C:3]1[CH:12]=[CH:11][C:6]([O:7][CH2:8][CH2:9][NH2:10])=[CH:5][CH:4]=1.[CH:15](OCC)=[O:16], predict the reaction product. The product is: [F:1][C:2]([F:13])([F:14])[C:3]1[CH:12]=[CH:11][C:6]([O:7][CH2:8][CH2:9][NH:10][CH:15]=[O:16])=[CH:5][CH:4]=1. (8) Given the reactants N#N.[Br:3][C:4]1[S:5][C:6]([C:9](=[O:11])[CH3:10])=[CH:7][N:8]=1.COC([O:17][CH3:18])OC.[C:19]([O-])(O)=O.[Na+], predict the reaction product. The product is: [Br:3][C:4]1[S:5][C:6]([C:9]2([CH3:10])[O:17][CH2:18][CH2:19][O:11]2)=[CH:7][N:8]=1. (9) Given the reactants C(OC(=O)N[C@]1(C([NH:15][S:16]([O:19][C:20]2([CH3:23])[CH2:22][CH2:21]2)(=[O:18])=[O:17])=O)C[C@H]1CC)(C)(C)C.[ClH:25].O1CCOCC1, predict the reaction product. The product is: [ClH:25].[CH3:23][C:20]1([O:19][S:16](=[O:18])(=[O:17])[NH2:15])[CH2:22][CH2:21]1.